From a dataset of Full USPTO retrosynthesis dataset with 1.9M reactions from patents (1976-2016). Predict the reactants needed to synthesize the given product. (1) The reactants are: [Cl:1][C:2]1[C:3]([C:34]2[CH:39]=[CH:38][C:37]([O:40][CH3:41])=[CH:36][CH:35]=2)=[C:4]2[C:18]3[CH2:19][CH2:20][C@H:21]([C:23]([NH:25][C@@H](C4C=CC=CC=4)C)=[O:24])[CH2:22][C:17]=3[S:16][C:5]2=[N:6][C:7]=1[CH2:8][N:9]1[C:13](=[O:14])[CH2:12][CH2:11][C:10]1=[O:15].C1(OC)C=CC=CC=1.CS(O)(=O)=O.C(OCC)(=O)C. Given the product [Cl:1][C:2]1[C:3]([C:34]2[CH:39]=[CH:38][C:37]([O:40][CH3:41])=[CH:36][CH:35]=2)=[C:4]2[C:18]3[CH2:19][CH2:20][C@H:21]([C:23]([NH2:25])=[O:24])[CH2:22][C:17]=3[S:16][C:5]2=[N:6][C:7]=1[CH2:8][N:9]1[C:10](=[O:15])[CH2:11][CH2:12][C:13]1=[O:14], predict the reactants needed to synthesize it. (2) The reactants are: [CH3:1][N:2]1[C:10]2[C:5](=[CH:6][C:7]([NH:11][C:12]([NH:14][C:15]3[CH:16]=[C:17]([CH:28]=[CH:29][CH:30]=3)[O:18][C:19]3[CH:24]=[CH:23][N:22]=[C:21]([C:25]([OH:27])=O)[CH:20]=3)=[O:13])=[CH:8][CH:9]=2)[CH:4]=[N:3]1.[NH2:31][CH2:32][CH2:33][N:34]1[CH2:39][CH2:38][CH2:37][CH2:36][CH2:35]1.ON1C2C=CC=CC=2N=N1.Cl.CN(C)CCCN=C=NCC.CN1CCOCC1. Given the product [CH3:1][N:2]1[C:10]2[C:5](=[CH:6][C:7]([NH:11][C:12]([NH:14][C:15]3[CH:16]=[C:17]([CH:28]=[CH:29][CH:30]=3)[O:18][C:19]3[CH:24]=[CH:23][N:22]=[C:21]([C:25]([NH:31][CH2:32][CH2:33][N:34]4[CH2:39][CH2:38][CH2:37][CH2:36][CH2:35]4)=[O:27])[CH:20]=3)=[O:13])=[CH:8][CH:9]=2)[CH:4]=[N:3]1, predict the reactants needed to synthesize it. (3) Given the product [F:37][C:35]([F:36])([F:38])[C:33]1[CH:32]=[CH:31][C:29]2[NH:30][C:26]([C:23]3[CH:22]=[CH:21][C:20]([N:1]4[CH2:2][CH2:3][CH:4]([O:7][C@H:8]5[CH2:13][CH2:12][C@H:11]([C:14]([O:16][CH2:17][CH3:18])=[O:15])[CH2:10][CH2:9]5)[CH2:5][CH2:6]4)=[N:25][CH:24]=3)=[N:27][C:28]=2[CH:34]=1, predict the reactants needed to synthesize it. The reactants are: [NH:1]1[CH2:6][CH2:5][CH:4]([O:7][C@H:8]2[CH2:13][CH2:12][C@H:11]([C:14]([O:16][CH2:17][CH3:18])=[O:15])[CH2:10][CH2:9]2)[CH2:3][CH2:2]1.F[C:20]1[N:25]=[CH:24][C:23]([C:26]2[NH:30][C:29]3[CH:31]=[CH:32][C:33]([C:35]([F:38])([F:37])[F:36])=[CH:34][C:28]=3[N:27]=2)=[CH:22][CH:21]=1.C(=O)(O)[O-].[Na+].O. (4) The reactants are: [O:1]1[C:5]2[CH:6]=[CH:7][CH:8]=[CH:9][C:4]=2[CH:3]=[C:2]1[C:10]1[N:14]2[N:15]=[C:16](Cl)[CH:17]=[CH:18][C:13]2=[N:12][CH:11]=1.[NH2:20][CH2:21][CH:22]([OH:30])[CH2:23][N:24]1[CH2:29][CH2:28][CH2:27][CH2:26][CH2:25]1. Given the product [O:1]1[C:5]2[CH:6]=[CH:7][CH:8]=[CH:9][C:4]=2[CH:3]=[C:2]1[C:10]1[N:14]2[N:15]=[C:16]([NH:20][CH2:21][CH:22]([OH:30])[CH2:23][N:24]3[CH2:25][CH2:26][CH2:27][CH2:28][CH2:29]3)[CH:17]=[CH:18][C:13]2=[N:12][CH:11]=1, predict the reactants needed to synthesize it. (5) Given the product [N+:8]([C:5]1[CH:6]=[CH:7][C:2]([N:12]2[CH:17]=[CH:16][N:15]=[CH:14][C:13]2=[O:18])=[CH:3][CH:4]=1)([O-:10])=[O:9], predict the reactants needed to synthesize it. The reactants are: F[C:2]1[CH:7]=[CH:6][C:5]([N+:8]([O-:10])=[O:9])=[CH:4][CH:3]=1.[Na].[NH:12]1[CH:17]=[CH:16][N:15]=[CH:14][C:13]1=[O:18].C([O-])([O-])=O.[Cs+].[Cs+]. (6) Given the product [C:10]1(=[C:11]2[C:19]3[C:14](=[CH:15][CH:16]=[C:17]([CH3:22])[CH:18]=3)[NH:13][C:12]2=[O:21])[C:6]2[CH:5]=[CH:4][N:3]=[CH:2][C:7]=2[CH2:8][O:9]1, predict the reactants needed to synthesize it. The reactants are: Cl[C:2]1[C:7]2[CH2:8][O:9][C:10](=[C:11]3[C:19]4[C:14](=[CH:15][CH:16]=[C:17](F)[CH:18]=4)[NH:13][C:12]3=[O:21])[C:6]=2[CH:5]=[CH:4][N:3]=1.[CH:22]([O-])=O.[NH4+].